Dataset: Human Reference Interactome with 51,813 positive PPI pairs across 8,248 proteins, plus equal number of experimentally-validated negative pairs. Task: Binary Classification. Given two protein amino acid sequences, predict whether they physically interact or not. (1) Protein 1 (ENSG00000099812) has sequence MDRVTRYPILGIPQAHRGTGLVLDGDTSYTYHLVCMGPEASGWGQDEPQTWPTDHRAQQGVQRQGVSYSVHAYTGQPSPRGLHSENREDEGWQVYRLGARDAHQGRPTWALRPEDGEDKEMKTYRLDAGDADPRRLCDLERERWAVIQGQAVRKSSTVATLQGTPDHGDPRTPGPPRSTPLEENVVDREQIDFLAARQQFLSLEQANKGAPHSSPARGTPAGTTPGASQAPKAFNKPHLANGHVVPIKPQVKGVVREENKVRAVPTWASVQVVDDPGSLASVESPGTPKETPIEREIRLA.... Protein 2 (ENSG00000160284) has sequence MVRPKKVCFSESSLPTGDRTRRSYYLNEIQSFAGAEKDARVVGEIAFQLDRRILAYVFPGVTRLYGFTVANIPEKIEQTSTKSLDGSVDERKLRELTQRYLALSARLEKLGYSRDVHPAFSEFLINTYGILKQRPDLRANPLHSSPAALRKLVIDVVPPKFLGDSLLLLNCLCELSKEDGKPLFAW*MAEGGELMSRLLSENADLKKQVRLLKENQMLRRLLSQSCQEGGGHDLLPPRAHAYPEAGSPGSGVPDFGRFTSVADTPSQLQTSSLEDLLCSHAPLSSEDDTSPGCAAPSQAP.... Result: 1 (the proteins interact). (2) Protein 1 (ENSG00000109205) has sequence MKIIILLGFLGATLSAPLIPQRLMSASNSNELLLNLNNGQLLPLQLQGPLNSWIPPFSGILQQQQQAQIPGLSQFSLSALDQFAGLLPNQIPLTGEASFAQGAQAGQVDPLQLQTPPQTQPGPSHVMPYVFSFKMPQEQGQMFQYYPVYMVLPWEQPQQTVPRSPQQTRQQQYEEQIPFYAQFGYIPQLAEPAISGGQQQLAFDPQLGTAPEIAVMSTGEEIPYLQKEAINFRHDSAGVFMPSTSPKPSTTNVFTSAVDQTITPELPEEKDKTDSLREP*GPLNSWIPPFSGILQQQQQA.... Protein 2 (ENSG00000143442) has sequence MADTDLFMECEEEELEPWQKISDVIEDSVVEDYNSVDKTTTVSVSQQPVSAPVPIAAHASVAGHLSTSTTVSSSGAQNSDSTKKTLVTLIANNNAGNPLVQQGGQPLILTQNPAPGLGTMVTQPVLRPVQVMQNANHVTSSPVASQPIFITTQGFPVRNVRPVQNAMNQVGIVLNVQQGQTVRPITLVPAPGTQFVKPTVGVPQVFSQMTPVRPGSTMPVRPTTNTFTTVIPATLTIRSTVPQSQSQQTKSTPSTSTTPTATQPTSLGQLAVQSPGQSNQTTNPKLAPSFPSPPAVSIAS.... Result: 1 (the proteins interact). (3) Protein 1 (ENSG00000100030) has sequence MAAAAAAGAGPEMVRGQVFDVGPRYTNLSYIGEGAYGMVCSAYDNVNKVRVAIKKISPFEHQTYCQRTLREIKILLRFRHENIIGINDIIRAPTIEQMKDVYIVQDLMETDLYKLLKTQHLSNDHICYFLYQILRGLKYIHSANVLHRDLKPSNLLLNTTCDLKICDFGLARVADPDHDHTGFLTEYVATRWYRAPEIMLNSKGYTKSIDIWSVGCILAEMLSNRPIFPGKHYLDQLNHILGILGSPSQEDLNCIINLKARNYLLSLPHKNKVPWNRLFPNADSKALDLLDKMLTFNPHK.... Protein 2 (ENSG00000129682) has sequence MAAAIASSLIRQKRQAREREKSNACKCVSSPSKGKTSCDKNKLNVFSRVKLFGSKKRRRRRPEPQLKGIVTKLYSRQGYHLQLQADGTIDGTKDEDSTYTLFNLIPVGLRVVAIQGVQTKLYLAMNSEGYLYTSELFTPECKFKESVFENYYVTYSSMIYRQQQSGRGWYLGLNKEGEIMKGNHVKKNKPAAHFLPKPLKVAMYKEPSLHDLTEFSRSGSGTPTKSRSVSGVLNGGKSMSHNEST*MALLRKSYSEPQLKGIVTKLYSRQGYHLQLQADGTIDGTKDEDSTYTLFNLIPV.... Result: 0 (the proteins do not interact). (4) Protein 1 (ENSG00000179195) has sequence MIYKCPMCREFFSERADLFMHQKIHTAEKPHKCDKCDKGFFHISELHIHWRDHTGEKVYKCDDCGKDFSTTTKLNRHKKIHTVEKPYKCYECGKAFNWSSHLQIHMRVHTGEKPYVCSECGRGFSNSSNLCMHQRVHTGEKPFKCEECGKAFRHTSSLCMHQRVHTGEKPYKCYECGKAFSQSSSLCIHQRVHTGEKPYRCCGCGKAFSQSSSLCIHQRVHTGEKPFKCDECGKAFSQSTSLCIHQRVHTKERNHLKISVI*. Protein 2 (ENSG00000093144) has sequence MAKSLLKTASLSGRTKLLHQTGLSLYSTSHGFYEEEVKKTLQQFPGGSIDLQKEDNGIGILTLNNPSRMNAFSGVMMLQLLEKVIELENWTEGKGLIVRGAKNTFSSGSDLNAVKSLGTPEDGMAVCMFMQNTLTRFMR*MAKSLLKTASLSGRTKLLHQTGLSLYSTSHGFYEEEVKKTLQQFPGGSIDLQKEDNGIGILTLNNPSRMNAFSGVMMLQLLEKVIELENWTEGKGLIVRGAKNTFSSGSDLNAVKSLGTPETSFNKCCAGSRLGIGWRSRIYYSM*MAKSLLKTASLSGR.... Result: 0 (the proteins do not interact). (5) Protein 1 (ENSG00000162458) has sequence MASKPEKRVASSVFITLAPPRRDVAVAEEVRQAVCEARRGRPWEAPAPMKTPEAGLAGRPSPWTTPGRAAATVPAAPMQLFNGDICAFCHKTVSPRELAVEAMKRQYHAQCFTCRTCRRQLAGQSFYQKDGRPLCEPCYQDTLERCGKCGEVVRDHIIRALGQAFHPSCFTCVTCARCIGDESFALGSQNEVYCLDDFYRKFAPVCSICENPIIPRDGKDAFKIECMGRNFHENCYRCEDCRILLSVEPTDQGCYPLNNHLFCKPCHVKRSAAGCC*MASKPEKRVASSVFITLAPPRRD.... Protein 2 (ENSG00000182866) has sequence MGCGCSSHPEDDWMENIDVCENCHYPIVPLDGKGTLLIRNGSEVRDPLVTYEGSNPPASPLQDNLVIALHSYEPSHDGDLGFEKGEQLRILEQSGEWWKAQSLTTGQEGFIPFNFVAKANSLEPEPWFFKNLSRKDAERQLLAPGNTHGSFLIRESESTAGSFSLSVRDFDQNQGEVVKHYKIRNLDNGGFYISPRITFPGLHELVRHYTNASDGLCTRLSRPCQTQKPQKPWWEDEWEVPRETLKLVERLGAGQFGEVWMGYYNGHTKVAVKSLKQGSMSPDAFLAEANLMKQLQHQRL.... Result: 0 (the proteins do not interact). (6) Protein 1 (ENSG00000104435) has sequence MAKTAMAYKEKMKELSMLSLICSCFYPEPRNINIYTYDDMEVKQINKRASGQAFELILKPPSPISEAPRTLASPKKKDLSLEEIQKKLEAAEERRKSQEAQVLKQLAEKREHEREVLQKALEENNNFSKMAEEKLILKMEQIKENREANLAAIIERLQEKERHAAEVRRNKELQVELSG*MKELSMLSLICSCFYPEPRNINIYTYDDMEVKQINKRASGQAFELILKPPSPISEAPRTLASPKKKDLSLEEIQKKLEAAEERRKSQEAQVLKQLAEKREHEREVLQKALEENNNFSKMA.... Protein 2 (ENSG00000105997) has sequence MQKATYYDSSAIYGGYPYQAANGFAYNANQQPYPASAALGADGEYHRPACSLQSPSSAGGHPKAHELSEACLRTLSAPPSQPPSLGEPPLHPPPPQAAPPAPQPPQPAPQPPAPTPAAPPPPSSASPPQNASNNPTPANAAKSPLLNSPTVAKQIFPWMKESRQNTKQKTSSSSSGESCAGDKSPPGQASSKRARTAYTSAQLVELEKEFHFNRYLCRPRRVEMANLLNLTERQIKIWFQNRRMKYKKDQKGKGMLTSSGGQSPSRSPVPPGAGGYLNSMHSLVNSVPYEPQSPPPFSKP.... Result: 0 (the proteins do not interact). (7) Result: 0 (the proteins do not interact). Protein 2 (ENSG00000187957) has sequence MQPRRAQAPGAQLLPALALLLLLLGAGPRGSSLANPVPAAPLSAPGPCAAQPCRNGGVCTSRPEPDPQHPAPAGEPGYSCTCPAGISGANCQLVADPCASNPCHHGNCSSSSSSSSDGYLCICNEGYEGPNCEQALPSLPATGWTESMAPRQLQPVPATQEPDKILPRSQATVTLPTWQPKTGQKVVEMKWDQVEVIPDIACGNASSNSSAGGRLVSFEVPQNTSVKIRQDATASLILLWKVTATGFQQCSLIDGRSVTPLQASGGLVLLEEMLALGNNHFIGFVNDSVTKSIVALRLTL.... Protein 1 (ENSG00000125726) has sequence MPEEGSGCSVRRRPYGCVLRAALVPLVAGLVICLVVCIQRFAQAQQQLPLESLGWDVAELQLNHTGPQQDPRLYWQGGPALGRSFLHGPELDKGQLRIHRDGIYMVHIQVTLAICSSTTASRHHPTTLAVGICSPASRSISLLRLSFHQGCTIASQRLTPLARGDTLCTNLTGTLLPSRNTDETFFGVQWVRP*MPEEGSGCSVRRRPYGCVLRAALVPLVAGLVICLVVCIQRFAQAQQQLPLESLGWDVAELQLNHTGPQQDPRLYWQGGPALGRSFLHGPELDKGQLRIHRDGIYMV.... (8) Protein 1 (ENSG00000141682) has sequence MPGKKARKNAQPSPARAPAGPAGTAGTARDQAGFAIGMQLRFTRGKKLLSSSLSSSPLALPRGHEEQVQVAGSRVCYSTQEIWRQTELPAETSESDIQTLLLRNLTASKTCMRGLLQKSFLRRCTFHQFEERLHCN*MPGKKARKNAQPSPARAPAELEVECATQLRRFGDKLNFRQKLLNLISKLFCSGT*. Protein 2 (ENSG00000169314) has sequence MFIKVMFGAGCSVLVNTSCRLVNLTAHLRQKAGLPPDATIALLAEDGNLVSLEEDLKEGASRAQTMGNSLLKERAIYVLVRIISKRERTWPPPAMSPYWRTWMTITQSWQRNCAGCQASPLWATTGGSVWALGEAAMSKAPLQGPERALIKGMDCTL*MFIKVMFGAGCSVLVNTSCRLVNLTAHLRQKAGLPPDATIALLAEDGNLVSLEEDLKEGASRAQTMGNSLLKERAIYVLVRIIKGEDMASTRYESLLENLDDHYPELAEELRRLSGLSSVGHNWRKRMGTRRGRHEQSPTSR.... Result: 0 (the proteins do not interact). (9) Protein 1 (ENSG00000179304) has sequence MDPLQKRNPASPSKSSPMTAAETSQEGPAPSQPSYSEQPMMGLSNLSPGPGPSQAVPLPEGLLRQRYREEKTLEERRWERLEFLQRKKAFLRHVRRRHRDHMAPYAVGREARISPLGDRSQNRFRCECRYCQSHRPNLSGIPGESNRAPHPSSWETLVQGLSGLTLSLGTNQPGPLPEAALQPQETEEKRQRERQQESKIMFQRLLKQWLEEN*MDPLMDPLQKRNPASPSKSSPMTAAETSQEGPAPSQPSYSEQPMMGLSNLSPGPMDPLQKRNPASPSKSSPMTAAETSQEGPAPSQ.... Protein 2 (ENSG00000005194) has sequence MADFGISAGQFVAVVWDKSSPVEALKGLVDKLQALTGNEGRVSVENIKQLLQSAHKESSFDIILSGLVPGSTTLHSAEILAEIARILRPGGCLFLKEPVETAVDNNSKVKTASKLCSALTLSGLVEVKELQREPLTPEEVQSVREHLGHESDNLLFVQITGKKPNFEVGSSRQLKLSITKKSSPSVKPAVDPAAAKLWTLSANDMEDDSMDLIDSDELLDPEDLKKPDPASLRAASCGEGKKRKACKNCTCGLAEELEKEKSREQMSSQPKSACGNCYLGDAFRCASCPYLGMPAFKPGE.... Result: 0 (the proteins do not interact). (10) Protein 1 (ENSG00000198901) has sequence MRRSEVLAEESIVCLQKALNHLREIWELIGIPEDQRLQRTEVVKKHIKELLDMMIAEEESLKERLIKSISVCQKELNTLCSELHVEPFQEEGETTILQLEKDLRTQVELMRKQKKERKQELKLLQEQDQELCEILCMPHYDIDSASVPSLEELNQFRQHVTTLRETKASRREEFVSIKRQIILCMEALDHTPDTSFERDVVCEDEDAFCLSLENIATLQKLLRQLEMQKSQNEAVCEGLRTQIRELWDRLQIPEEEREAVATIMSGSKAKVRKALQLEVDRLEELKMQNMKKVIEAIRVE.... Protein 2 (ENSG00000126264) has sequence MIHLGHILFLLLLPVAAAQTTPGERSSLPAFYPGTSGSCSGCGSLSLPLLAGLVAADAVASLLIVGAVFLCARPRRSPAQEDGKVYINMPGRG*MIHLGHILFLLLLPVAAAQTTPGERSSLPAFYPGTSGSCSGCGSLSLPLLAGLVAADAVASLLIVGAVFLCARPRRSPAQDGKVYINMPGRG*. Result: 0 (the proteins do not interact).